From a dataset of Full USPTO retrosynthesis dataset with 1.9M reactions from patents (1976-2016). Predict the reactants needed to synthesize the given product. (1) Given the product [CH2:16]([C:2]1([CH2:3][O:4][C:5]([NH:7][C@H:8]([C:13]([OH:15])=[O:14])[C:9]([CH3:10])([CH3:11])[CH3:12])=[O:6])[CH2:20][CH2:22][CH2:21][CH2:1]1)[CH2:17][CH:18]=[CH2:19], predict the reactants needed to synthesize it. The reactants are: [CH3:1][C:2]([CH3:20])([CH2:16][CH2:17][CH:18]=[CH2:19])[CH2:3][O:4][C:5]([NH:7][C@H:8]([C:13]([OH:15])=[O:14])[C:9]([CH3:12])([CH3:11])[CH3:10])=[O:6].[CH:21]1(C(OC)=O)CCC[CH2:22]1. (2) Given the product [C:36]([CH2:35][C@H:34]([N:31]1[CH2:30][CH2:29][CH:28]([N:27]([C:24]2[CH:25]=[CH:26][C:21]([O:20][CH2:18][CH3:19])=[CH:22][CH:23]=2)[C:9](=[O:11])[C:8]2[C:3]([CH3:2])=[CH:4][CH:5]=[N:6][CH:7]=2)[CH2:33][CH2:32]1)[CH3:38])#[N:37], predict the reactants needed to synthesize it. The reactants are: Cl.[CH3:2][C:3]1[C:8]([C:9]([OH:11])=O)=[CH:7][N:6]=[CH:5][CH:4]=1.C(Cl)(=O)C(Cl)=O.[CH2:18]([O:20][C:21]1[CH:26]=[CH:25][C:24]([NH:27][CH:28]2[CH2:33][CH2:32][N:31]([C@H:34]([CH3:38])[CH2:35][C:36]#[N:37])[CH2:30][CH2:29]2)=[CH:23][CH:22]=1)[CH3:19].CCN(CC)CC. (3) Given the product [NH2:10][C:6]1[CH:5]=[C:4]([CH2:3][OH:2])[CH:9]=[CH:8][N:7]=1, predict the reactants needed to synthesize it. The reactants are: C[O:2][C:3](=O)[C:4]1[CH:9]=[CH:8][N:7]=[C:6]([NH2:10])[CH:5]=1. (4) Given the product [C:1]([O:5][C:6]([N:8]1[CH2:12][C:11](=[O:13])[CH2:10][C@H:9]1[C:14]([OH:16])=[O:15])=[O:7])([CH3:4])([CH3:2])[CH3:3], predict the reactants needed to synthesize it. The reactants are: [C:1]([O:5][C:6]([N:8]1[CH2:12][C@H:11]([OH:13])[CH2:10][C@H:9]1[C:14]([OH:16])=[O:15])=[O:7])([CH3:4])([CH3:3])[CH3:2].CC1(C)N([O])C(C)(C)CCC1.OS([O-])(=O)=O.[K+].